This data is from NCI-60 drug combinations with 297,098 pairs across 59 cell lines. The task is: Regression. Given two drug SMILES strings and cell line genomic features, predict the synergy score measuring deviation from expected non-interaction effect. Drug 1: C(CCl)NC(=O)N(CCCl)N=O. Drug 2: CC1C(C(CC(O1)OC2CC(CC3=C2C(=C4C(=C3O)C(=O)C5=C(C4=O)C(=CC=C5)OC)O)(C(=O)CO)O)N)O.Cl. Cell line: IGROV1. Synergy scores: CSS=34.7, Synergy_ZIP=-5.43, Synergy_Bliss=-7.81, Synergy_Loewe=-6.10, Synergy_HSA=-5.00.